This data is from Full USPTO retrosynthesis dataset with 1.9M reactions from patents (1976-2016). The task is: Predict the reactants needed to synthesize the given product. (1) Given the product [Br:1][C:2]1[C:3]([F:8])=[C:4]([C:19](=[O:20])[C:18]([F:25])([F:24])[F:17])[CH:5]=[CH:6][CH:7]=1, predict the reactants needed to synthesize it. The reactants are: [Br:1][C:2]1[CH:7]=[CH:6][CH:5]=[CH:4][C:3]=1[F:8].C([N-]C(C)C)(C)C.[Li+].[F:17][C:18]([F:25])([F:24])[C:19](OCC)=[O:20].O. (2) Given the product [C:19]1([CH:2]([C:13]2[CH:14]=[CH:15][CH:16]=[CH:17][CH:18]=2)[C:3]2[S:7][C:6]([C:8]([O:10][CH2:11][CH3:12])=[O:9])=[CH:5][CH:4]=2)[CH:20]=[CH:21][CH:22]=[CH:23][CH:24]=1, predict the reactants needed to synthesize it. The reactants are: O[C:2]([C:19]1[CH:24]=[CH:23][CH:22]=[CH:21][CH:20]=1)([C:13]1[CH:18]=[CH:17][CH:16]=[CH:15][CH:14]=1)[C:3]1[S:7][C:6]([C:8]([O:10][CH2:11][CH3:12])=[O:9])=[CH:5][CH:4]=1. (3) Given the product [NH:2]1[CH:6]=[C:5]([CH2:7][C:8]([O:10][CH3:11])=[O:9])[N:4]=[CH:3]1, predict the reactants needed to synthesize it. The reactants are: Cl.[NH:2]1[CH:6]=[C:5]([CH2:7][C:8]([O:10][CH3:11])=[O:9])[N:4]=[CH:3]1.C(=O)(O)[O-].[Na+]. (4) Given the product [ClH:33].[NH:22]1[C:30]2=[N:29][CH:28]=[CH:27][CH:26]=[C:25]2[C:24]([CH:31]=[C:12]2[O:11][C:10]([NH:9][C:6]3[CH:7]=[CH:8][C:3]([N:2]([CH3:1])[CH3:21])=[CH:4][CH:5]=3)=[C:14]([C:15]([O:17][CH2:18][CH3:19])=[O:16])[C:13]2=[O:20])=[CH:23]1, predict the reactants needed to synthesize it. The reactants are: [CH3:1][N:2]([CH3:21])[C:3]1[CH:8]=[CH:7][C:6]([NH:9][C:10]2[O:11][CH2:12][C:13](=[O:20])[C:14]=2[C:15]([O:17][CH2:18][CH3:19])=[O:16])=[CH:5][CH:4]=1.[NH:22]1[C:30]2[C:25](=[CH:26][CH:27]=[CH:28][N:29]=2)[C:24]([CH:31]=O)=[CH:23]1.[ClH:33]. (5) Given the product [Br:1][C:2]1[N:6]2[CH:7]=[CH:8][C:9]([C:11]3[CH:20]=[CH:19][N:21]=[CH:13][CH:12]=3)=[CH:10][C:5]2=[N:4][CH:3]=1, predict the reactants needed to synthesize it. The reactants are: [Br:1][C:2]1[N:6]2[CH:7]=[CH:8][C:9]([C:11]3[CH:12]=[C:13](C=[CH:19][CH:20]=3)C(NC)=O)=[CH:10][C:5]2=[N:4][CH:3]=1.[N:21]1C=CC(B(O)O)=CC=1.